From a dataset of Forward reaction prediction with 1.9M reactions from USPTO patents (1976-2016). Predict the product of the given reaction. (1) Given the reactants [CH:1]([NH:4][CH2:5][C:6]1[O:10][N:9]=[C:8]([C:11]2[CH:16]=CC(C)=CC=2)[N:7]=1)([CH3:3])[CH3:2].ClCC1ON=[C:22]([C:25]2C=NC=C[N:26]=2)[N:21]=1.C(N)(C)C.C(=O)([O-])[O-].[K+].[K+], predict the reaction product. The product is: [N:21]1[CH:22]=[CH:25][N:26]=[CH:16][C:11]=1[C:8]1[N:7]=[C:6]([CH2:5][NH:4][CH:1]([CH3:2])[CH3:3])[O:10][N:9]=1. (2) Given the reactants N1C2C(=CC=CC=2)C=C1C(NN)=O.[CH3:14][O:15][C:16](=[O:26])[C:17]1[CH:22]=[CH:21][C:20]([NH2:23])=[CH:19][C:18]=1[O:24][CH3:25].[Br:27]NC(=O)CCC(N)=O, predict the reaction product. The product is: [CH3:14][O:15][C:16](=[O:26])[C:17]1[CH:22]=[C:21]([Br:27])[C:20]([NH2:23])=[CH:19][C:18]=1[O:24][CH3:25]. (3) Given the reactants [C:1]1(=O)[CH2:6][CH2:5][CH2:4][CH2:3][CH2:2]1.[N:8]1([CH2:14][CH2:15][NH2:16])[CH2:13][CH2:12][O:11][CH2:10][CH2:9]1.[BH3-]C#N.[Na+], predict the reaction product. The product is: [CH:1]1([NH:16][CH2:15][CH2:14][N:8]2[CH2:13][CH2:12][O:11][CH2:10][CH2:9]2)[CH2:6][CH2:5][CH2:4][CH2:3][CH2:2]1. (4) Given the reactants [C:1]([O:5][C:6]([N:8]1[C:16]2[C:11](=[CH:12][C:13]([C:17]#[C:18][CH2:19][CH2:20][CH2:21][OH:22])=[CH:14][CH:15]=2)[CH2:10][CH2:9]1)=[O:7])([CH3:4])([CH3:3])[CH3:2], predict the reaction product. The product is: [C:1]([O:5][C:6]([N:8]1[C:16]2[C:11](=[CH:12][C:13]([CH2:17][CH2:18][CH2:19][CH2:20][CH2:21][OH:22])=[CH:14][CH:15]=2)[CH2:10][CH2:9]1)=[O:7])([CH3:4])([CH3:3])[CH3:2]. (5) Given the reactants [NH:1]1[C:9]2[C:4](=[CH:5][CH:6]=[CH:7][CH:8]=2)[C:3]([CH:10]=[CH:11][C:12]([NH:14][O:15][CH:16]2[CH2:21][CH2:20][CH2:19][CH2:18][O:17]2)=[O:13])=[CH:2]1.[OH-].[K+].[C:24]1([S:30](Cl)(=[O:32])=[O:31])[CH:29]=[CH:28][CH:27]=[CH:26][CH:25]=1, predict the reaction product. The product is: [C:24]1([S:30]([N:1]2[C:9]3[C:4](=[CH:5][CH:6]=[CH:7][CH:8]=3)[C:3]([CH:10]=[CH:11][C:12]([NH:14][O:15][CH:16]3[CH2:21][CH2:20][CH2:19][CH2:18][O:17]3)=[O:13])=[CH:2]2)(=[O:32])=[O:31])[CH:29]=[CH:28][CH:27]=[CH:26][CH:25]=1. (6) Given the reactants [F:1][C:2]1[CH:25]=[CH:24][C:5]([O:6][C:7]2[C:8](=[O:23])[NH:9][N:10]=[CH:11][C:12]=2[C:13]2[CH:18]=[CH:17][C:16]([S:19]([CH3:22])(=[O:21])=[O:20])=[CH:15][CH:14]=2)=[CH:4][CH:3]=1.[F:26][C:27]1[CH:32]=[CH:31][C:30](I)=[CH:29][CH:28]=1.N, predict the reaction product. The product is: [F:26][C:27]1[CH:32]=[CH:31][C:30]([N:9]2[C:8](=[O:23])[C:7]([O:6][C:5]3[CH:4]=[CH:3][C:2]([F:1])=[CH:25][CH:24]=3)=[C:12]([C:13]3[CH:14]=[CH:15][C:16]([S:19]([CH3:22])(=[O:21])=[O:20])=[CH:17][CH:18]=3)[CH:11]=[N:10]2)=[CH:29][CH:28]=1.